This data is from Full USPTO retrosynthesis dataset with 1.9M reactions from patents (1976-2016). The task is: Predict the reactants needed to synthesize the given product. (1) Given the product [CH:1]1([N:7]2[C:15]3[C:14](=[O:16])[NH:13][C:12]([C:17]4[CH:22]=[CH:21][C:20]([C:23]5[CH2:28][CH2:27][N:26]([CH3:29])[CH2:25][CH:24]=5)=[CH:19][C:18]=4[O:31][CH3:32])=[N:11][C:10]=3[C:9]([CH3:33])=[N:8]2)[CH2:2][CH2:3][CH2:4][CH2:5][CH2:6]1, predict the reactants needed to synthesize it. The reactants are: [CH:1]1([N:7]2[C:15]3[C:14](=[O:16])[NH:13][C:12]([C:17]4[CH:22]=[CH:21][C:20]([C:23]5(O)[CH2:28][CH2:27][N:26]([CH3:29])[CH2:25][CH2:24]5)=[CH:19][C:18]=4[O:31][CH3:32])=[N:11][C:10]=3[C:9]([CH3:33])=[N:8]2)[CH2:6][CH2:5][CH2:4][CH2:3][CH2:2]1.O.C1(C)C=CC(S(O)(=O)=O)=CC=1. (2) Given the product [CH3:1][O:2][C:3]1[CH:12]=[CH:11][C:6]2[C:7](=[O:10])[CH2:8][O:9][C:5]=2[C:4]=1/[CH:13]=[CH:14]\[CH2:15][CH2:16][N:17]1[CH2:22][CH2:21][N:20]([C:23]([O:25][C:26]([CH3:29])([CH3:28])[CH3:27])=[O:24])[CH2:19][CH2:18]1, predict the reactants needed to synthesize it. The reactants are: [CH3:1][O:2][C:3]1[CH:12]=[CH:11][C:6]2[C:7](=[O:10])[CH2:8][O:9][C:5]=2[C:4]=1[C:13]#[C:14][CH2:15][CH2:16][N:17]1[CH2:22][CH2:21][N:20]([C:23]([O:25][C:26]([CH3:29])([CH3:28])[CH3:27])=[O:24])[CH2:19][CH2:18]1.